From a dataset of Catalyst prediction with 721,799 reactions and 888 catalyst types from USPTO. Predict which catalyst facilitates the given reaction. (1) Reactant: [Cl:1][C:2]1[N:7]=[C:6]([F:8])[C:5]([NH2:9])=[CH:4][CH:3]=1.[C:10](Cl)(=[O:12])[CH3:11].C(=O)(O)[O-].[Na+]. Product: [Cl:1][C:2]1[N:7]=[C:6]([F:8])[C:5]([NH:9][C:10](=[O:12])[CH3:11])=[CH:4][CH:3]=1. The catalyst class is: 15. (2) Product: [Cl:16][C:15]1[C:14]2[CH:13]=[CH:12][CH:11]=[CH:10][C:9]=2[N:8]2[CH:17]([CH:19]3[CH2:21][CH2:20]3)[O:18][C:5]3[CH:4]=[CH:3][C:2]([B:23]4[O:27][C:26]([CH3:29])([CH3:28])[C:25]([CH3:31])([CH3:30])[O:24]4)=[CH:22][C:6]=3[C:7]=12. Reactant: Br[C:2]1[CH:3]=[CH:4][C:5]2[O:18][CH:17]([CH:19]3[CH2:21][CH2:20]3)[N:8]3[C:9]4[CH:10]=[CH:11][CH:12]=[CH:13][C:14]=4[C:15]([Cl:16])=[C:7]3[C:6]=2[CH:22]=1.[B:23]1([B:23]2[O:27][C:26]([CH3:29])([CH3:28])[C:25]([CH3:31])([CH3:30])[O:24]2)[O:27][C:26]([CH3:29])([CH3:28])[C:25]([CH3:31])([CH3:30])[O:24]1.CC([O-])=O.[K+].CCOC(C)=O. The catalyst class is: 151. (3) Reactant: [F:1][C:2]([F:15])([F:14])[C:3]([C:5]1[C:13]2[C:8](=[N:9][CH:10]=[CH:11][CH:12]=2)[NH:7][CH:6]=1)=[O:4].[H-].[Na+].Br[C:19]1[C:20]([Cl:34])=[C:21]2[CH:27]=[N:26][N:25]([C:28]3[CH:33]=[CH:32][CH:31]=[CH:30][CH:29]=3)[C:22]2=[N:23][CH:24]=1.[Li]CCCC.[Na]. Product: [Cl:34][C:20]1[C:19]([C:3]([C:5]2[C:13]3[C:8](=[N:9][CH:10]=[CH:11][CH:12]=3)[NH:7][CH:6]=2)([OH:4])[C:2]([F:1])([F:14])[F:15])=[CH:24][N:23]=[C:22]2[N:25]([C:28]3[CH:33]=[CH:32][CH:31]=[CH:30][CH:29]=3)[N:26]=[CH:27][C:21]=12. The catalyst class is: 683. (4) Reactant: [Br:1][C:2]1[CH:7]=[CH:6][C:5]([C:8]([F:11])([F:10])[F:9])=[CH:4][C:3]=1I.CC1(C)C(C)(C)OB([C:21]2[CH2:26][CH2:25][N:24]([C:27]([O:29][C:30]([CH3:33])([CH3:32])[CH3:31])=[O:28])[CH2:23][CH:22]=2)O1.C(=O)([O-])[O-].[K+].[K+]. Product: [Br:1][C:2]1[CH:7]=[CH:6][C:5]([C:8]([F:11])([F:10])[F:9])=[CH:4][C:3]=1[C:21]1[CH2:26][CH2:25][N:24]([C:27]([O:29][C:30]([CH3:33])([CH3:32])[CH3:31])=[O:28])[CH2:23][CH:22]=1. The catalyst class is: 708.